From a dataset of Full USPTO retrosynthesis dataset with 1.9M reactions from patents (1976-2016). Predict the reactants needed to synthesize the given product. (1) Given the product [F:29][C:30]1[CH:31]=[C:32]([CH:12]([O:14][C:41]2[CH:40]=[C:39]3[C:44](=[CH:43][CH:42]=2)[N:36]([C:33]2[CH:34]=[CH:35][C:30]([F:29])=[CH:31][CH:32]=2)[N:37]=[CH:38]3)[C@H:2]([CH2:3][O:4][CH2:5][C:6]2[CH:7]=[CH:8][CH:9]=[CH:10][CH:11]=2)[NH2:1])[CH:33]=[CH:34][CH:35]=1, predict the reactants needed to synthesize it. The reactants are: [NH:1](C(OC(C)(C)C)=O)[C@H:2]([C:12]([OH:14])=O)[CH2:3][O:4][CH2:5][C:6]1[CH:11]=[CH:10][CH:9]=[CH:8][CH:7]=1.[H-].[H-].[H-].[H-].[Li+].[Al+3].Cl.[F:29][C:30]1[CH:35]=[CH:34][C:33]([N:36]2[C:44]3[C:39](=[CH:40][C:41](I)=[CH:42][CH:43]=3)[CH:38]=[N:37]2)=[CH:32][CH:31]=1. (2) Given the product [Cl:18][C:4]1[CH:5]=[C:6]([C:8]2[CH:9]=[CH:10][C:11]([C:14]([F:15])([F:17])[F:16])=[CH:12][CH:13]=2)[CH:7]=[C:2]([Cl:1])[C:3]=1[N:19]1[C:23]([NH2:24])=[C:22]([Br:27])[C:21]([C:25]#[N:26])=[N:20]1, predict the reactants needed to synthesize it. The reactants are: [Cl:1][C:2]1[CH:7]=[C:6]([C:8]2[CH:13]=[CH:12][C:11]([C:14]([F:17])([F:16])[F:15])=[CH:10][CH:9]=2)[CH:5]=[C:4]([Cl:18])[C:3]=1[N:19]1[C:23]([NH2:24])=[CH:22][C:21]([C:25]#[N:26])=[N:20]1.[Br:27]N1C(=O)CCC1=O. (3) Given the product [C:10]([N:13]1[C:20]2[CH:21]=[CH:22][CH:23]=[CH:24][C:19]=2[CH:18]=[CH:17][C:2]2[CH:3]=[N:4][CH:5]=[CH:6][C:7]=2[CH2:8]1)(=[O:12])[CH3:11], predict the reactants needed to synthesize it. The reactants are: I[C:2]1[CH:3]=[N:4][CH:5]=[CH:6][C:7]=1[CH2:8]O.[C:10]([N:13]1[C:20]2[CH:21]=[CH:22][CH:23]=[CH:24][C:19]=2[CH:18]=[CH:17]C2N=C(Cl)C(F)=CC=2C1)(=[O:12])[CH3:11]. (4) Given the product [C:31]([NH:1][CH2:2][CH2:3][N:4]1[CH2:5][CH2:6][CH:7]([CH2:10][NH:11][C:12](=[O:27])[C:13]2[CH:18]=[C:17]([C:19]([F:21])([F:22])[F:20])[CH:16]=[C:15]([C:23]([F:24])([F:25])[F:26])[CH:14]=2)[CH2:8][CH2:9]1)(=[O:36])[C:32]([CH3:35])([CH3:34])[CH3:33], predict the reactants needed to synthesize it. The reactants are: [NH2:1][CH2:2][CH2:3][N:4]1[CH2:9][CH2:8][CH:7]([CH2:10][NH:11][C:12](=[O:27])[C:13]2[CH:18]=[C:17]([C:19]([F:22])([F:21])[F:20])[CH:16]=[C:15]([C:23]([F:26])([F:25])[F:24])[CH:14]=2)[CH2:6][CH2:5]1.C(Cl)Cl.[C:31](Cl)(=[O:36])[C:32]([CH3:35])([CH3:34])[CH3:33].C([O-])(O)=O.[Na+]. (5) Given the product [CH2:1]([C@H:4]1[CH2:5][CH2:6][C@H:7]([CH:10]2[CH:15]=[CH:14][CH:13]([O:16][CH2:32][C@H:29]3[CH2:30][CH2:31][C@H:26]([CH2:21][CH2:22][CH2:23][CH2:24][CH3:25])[CH2:27][CH2:28]3)[CH2:12][CH2:11]2)[CH2:8][CH2:9]1)[CH2:2][CH3:3], predict the reactants needed to synthesize it. The reactants are: [CH2:1]([C@H:4]1[CH2:9][CH2:8][C@H:7]([CH:10]2[CH2:15][CH2:14][CH:13]([OH:16])[CH:12]=[CH:11]2)[CH2:6][CH2:5]1)[CH2:2][CH3:3].[H-].[Na+].[I-].[K+].[CH2:21]([C@H:26]1[CH2:31][CH2:30][C@H:29]([CH2:32]Br)[CH2:28][CH2:27]1)[CH2:22][CH2:23][CH2:24][CH3:25]. (6) The reactants are: [Cl:1][C:2]1[CH:3]=[C:4]([CH:16]=[CH:17][CH:18]=1)[C:5]([NH:7][C:8]1[C:9](Cl)=[N:10][CH:11]=[C:12]([Cl:14])[CH:13]=1)=[O:6].[NH:19]1[CH2:25][CH2:24][CH2:23][NH:22][CH2:21][CH2:20]1. Given the product [Cl:1][C:2]1[CH:3]=[C:4]([CH:16]=[CH:17][CH:18]=1)[C:5]([NH:7][C:8]1[C:9]([N:19]2[CH2:25][CH2:24][CH2:23][NH:22][CH2:21][CH2:20]2)=[N:10][CH:11]=[C:12]([Cl:14])[CH:13]=1)=[O:6], predict the reactants needed to synthesize it.